From a dataset of Full USPTO retrosynthesis dataset with 1.9M reactions from patents (1976-2016). Predict the reactants needed to synthesize the given product. (1) Given the product [OH:41][C@H:40]([CH2:39][OH:38])[CH2:42][CH2:43][NH:44][C:33]([CH:16]1[CH:15]([C:11]2[CH:12]=[CH:13][CH:14]=[C:9]([Cl:8])[CH:10]=2)[C:19]([C:22]2[CH:27]=[CH:26][C:25]([Cl:28])=[CH:24][CH:23]=2)([C:20]#[N:21])[C:18]([CH2:31][CH3:32])([CH2:29][CH3:30])[NH:17]1)=[O:34], predict the reactants needed to synthesize it. The reactants are: FC(F)(F)C(O)=O.[Cl:8][C:9]1[CH:10]=[C:11]([CH:15]2[C:19]([C:22]3[CH:27]=[CH:26][C:25]([Cl:28])=[CH:24][CH:23]=3)([C:20]#[N:21])[C:18]([CH2:31][CH3:32])([CH2:29][CH3:30])[NH:17][CH:16]2[C:33](O)=[O:34])[CH:12]=[CH:13][CH:14]=1.CC1(C)[O:41][C@@H:40]([CH2:42][CH2:43][NH2:44])[CH2:39][O:38]1.CN(C(ON1N=NC2C=CC=NC1=2)=[N+](C)C)C.F[P-](F)(F)(F)(F)F.CCN(C(C)C)C(C)C.Cl. (2) Given the product [OH:16][C:6]1[C:5]([OH:4])=[CH:10][C:9]([C:11]#[N:12])=[C:8]([C:25]2[S:26][CH:27]=[CH:28][CH:29]=2)[C:7]=1[C:14]#[N:15], predict the reactants needed to synthesize it. The reactants are: C([O:4][C:5]1[CH:10]=[C:9]([C:11]#[N:12])[C:8](Br)=[C:7]([C:14]#[N:15])[C:6]=1[O:16]C(=O)C)(=O)C.C([Sn](CCCC)(CCCC)[C:25]1[S:26][CH:27]=[CH:28][CH:29]=1)CCC.